Predict which catalyst facilitates the given reaction. From a dataset of Catalyst prediction with 721,799 reactions and 888 catalyst types from USPTO. (1) The catalyst class is: 16. Reactant: C(O[CH2:4][NH:5][C:6]1[CH:28]=[CH:27][C:9]([C:10]([NH:12][CH2:13][C:14]2[S:15][C:16]([O:19][C:20]3[CH:21]=[C:22]([CH3:26])[CH:23]=[CH:24][CH:25]=3)=[CH:17][CH:18]=2)=[O:11])=[CH:8][N:7]=1)C.[BH4-].[Na+].O.C(OCC)(=O)C. Product: [CH3:4][NH:5][C:6]1[CH:28]=[CH:27][C:9]([C:10]([NH:12][CH2:13][C:14]2[S:15][C:16]([O:19][C:20]3[CH:21]=[C:22]([CH3:26])[CH:23]=[CH:24][CH:25]=3)=[CH:17][CH:18]=2)=[O:11])=[CH:8][N:7]=1. (2) Reactant: CS([O:5][CH2:6][C:7]1[C:15]2[O:14][C:13]([CH2:16][CH3:17])=[CH:12][C:11]=2[CH:10]=[C:9]([O:18][CH2:19][CH3:20])[CH:8]=1)(=O)=O.C(=O)([O-])[O-].[K+].[K+].CN(C)C=O.O[C:33]1[CH:38]=[CH:37][C:36]([CH2:39][CH2:40][C:41]([O:43][CH2:44][CH3:45])=[O:42])=[C:35]([CH3:46])[C:34]=1[CH3:47]. Product: [CH2:19]([O:18][C:9]1[CH:8]=[C:7]([CH2:6][O:5][C:33]2[CH:38]=[CH:37][C:36]([CH2:39][CH2:40][C:41]([O:43][CH2:44][CH3:45])=[O:42])=[C:35]([CH3:46])[C:34]=2[CH3:47])[C:15]2[O:14][C:13]([CH2:16][CH3:17])=[CH:12][C:11]=2[CH:10]=1)[CH3:20]. The catalyst class is: 13. (3) Reactant: [S:1](=[O:5])(=[O:4])([OH:3])[OH:2].[NH4+:6].[NH4+].[O-:8][S:9]([O:12][O:13][S:14]([O-:17])(=[O:16])=[O:15])(=[O:11])=[O:10]. Product: [NH4+:6].[NH4+:6].[O-:11][S:9]([O:12][O:13][S:14]([O-:17])(=[O:16])=[O:15])(=[O:10])=[O:8].[S:1](=[O:3])(=[O:2])([OH:5])[OH:4]. The catalyst class is: 6. (4) Reactant: [C:1]([O:5][C:6]([N:8]1[C:12]2[N:13]=[C:14]([C:18]3[CH:23]=[CH:22][CH:21]=[CH:20][CH:19]=3)[N:15]=[C:16]([Cl:17])[C:11]=2[CH:10]=[C:9]1[CH2:24]Br)=[O:7])([CH3:4])([CH3:3])[CH3:2].CC[OH:28]. Product: [C:1]([O:5][C:6]([N:8]1[C:12]2[N:13]=[C:14]([C:18]3[CH:23]=[CH:22][CH:21]=[CH:20][CH:19]=3)[N:15]=[C:16]([Cl:17])[C:11]=2[CH:10]=[C:9]1[CH:24]=[O:28])=[O:7])([CH3:4])([CH3:3])[CH3:2]. The catalyst class is: 58. (5) The catalyst class is: 1. Reactant: [O:1]1[CH2:6][CH:5]=[C:4]([C:7]2[CH:12]=[C:11]([C:13](OC)=[O:14])[CH:10]=[CH:9][C:8]=2[C:17]2[CH:22]=[C:21]([O:23][CH3:24])[CH:20]=[CH:19][C:18]=2[F:25])[CH2:3][CH2:2]1.[H-].[H-].[H-].[H-].[Li+].[Al+3].[OH-].[Na+]. Product: [O:1]1[CH2:2][CH:3]=[C:4]([C:7]2[CH:12]=[C:11]([CH2:13][OH:14])[CH:10]=[CH:9][C:8]=2[C:17]2[CH:22]=[C:21]([O:23][CH3:24])[CH:20]=[CH:19][C:18]=2[F:25])[CH2:5][CH2:6]1.